From a dataset of Forward reaction prediction with 1.9M reactions from USPTO patents (1976-2016). Predict the product of the given reaction. (1) Given the reactants [C:1](Cl)(=[O:4])[CH:2]=[CH2:3].[NH2:6][C:7]1[CH:8]=[C:9]([S:13]([NH:16][CH2:17][C:18]2[CH:32]=[CH:31][C:21]([C:22]([NH:24][C:25]3[CH:26]=[N:27][CH:28]=[CH:29][CH:30]=3)=[O:23])=[CH:20][CH:19]=2)(=[O:15])=[O:14])[CH:10]=[CH:11][CH:12]=1, predict the reaction product. The product is: [C:1]([NH:6][C:7]1[CH:8]=[C:9]([S:13]([NH:16][CH2:17][C:18]2[CH:32]=[CH:31][C:21]([C:22]([NH:24][C:25]3[CH:26]=[N:27][CH:28]=[CH:29][CH:30]=3)=[O:23])=[CH:20][CH:19]=2)(=[O:14])=[O:15])[CH:10]=[CH:11][CH:12]=1)(=[O:4])[CH:2]=[CH2:3]. (2) Given the reactants [F:1][C:2]1[CH:7]=[CH:6][CH:5]=[CH:4][C:3]=1[C:8]1[CH:9]=[N:10][NH:11][CH:12]=1.CCN(C(C)C)C(C)C.Cl[C:23](Cl)([O:25]C(=O)OC(Cl)(Cl)Cl)Cl.Cl.[NH2:35][CH2:36][C:37]([N:39]1[CH2:44][CH2:43][N:42]([C:45]([C:47]2[CH:48]=[N:49][CH:50]=[CH:51][C:52]=2[C:53]([F:56])([F:55])[F:54])=[O:46])[CH2:41][CH2:40]1)=[O:38].FC(F)(F)C1C(C(O)=O)=CN=CC=1, predict the reaction product. The product is: [O:38]=[C:37]([N:39]1[CH2:44][CH2:43][N:42]([C:45]([C:47]2[CH:48]=[N:49][CH:50]=[CH:51][C:52]=2[C:53]([F:55])([F:54])[F:56])=[O:46])[CH2:41][CH2:40]1)[CH2:36][NH:35][C:23]([N:11]1[CH:12]=[C:8]([C:3]2[CH:4]=[CH:5][CH:6]=[CH:7][C:2]=2[F:1])[CH:9]=[N:10]1)=[O:25]. (3) Given the reactants [Br:1][C:2]1[C:3](I)=[CH:4][C:5]([C:8]([F:11])([F:10])[F:9])=[N:6][CH:7]=1.[CH2:13]([NH2:15])[CH3:14].C1COCC1, predict the reaction product. The product is: [Br:1][C:2]1[C:3]([NH:15][CH2:13][CH3:14])=[CH:4][C:5]([C:8]([F:11])([F:10])[F:9])=[N:6][CH:7]=1. (4) Given the reactants [C:1]([O:5][C:6]([N:8]1[C@H:12]([C:13](=[O:26])[NH:14][C:15]2[CH:20]=[CH:19][CH:18]=[C:17]([O:21][C:22]([F:25])([F:24])[F:23])[CH:16]=2)[CH2:11][CH2:10][C@@H:9]1[CH2:27]OS(C)(=O)=O)=[O:7])([CH3:4])([CH3:3])[CH3:2].[N-:33]=[N+:34]=[N-:35].[Na+].CCOC(C)=O.C([O-])(O)=O.[Na+], predict the reaction product. The product is: [C:1]([O:5][C:6]([N:8]1[C@H:12]([C:13](=[O:26])[NH:14][C:15]2[CH:20]=[CH:19][CH:18]=[C:17]([O:21][C:22]([F:24])([F:23])[F:25])[CH:16]=2)[CH2:11][CH2:10][C@@H:9]1[CH2:27][N:33]=[N+:34]=[N-:35])=[O:7])([CH3:2])([CH3:3])[CH3:4]. (5) Given the reactants C[Si](C)(C)[N-][Si](C)(C)C.[K+].C1COCC1.[CH3:16][O:17][C:18]1[CH:35]=[CH:34][C:21]([CH2:22][O:23][C:24]2[CH:29]=[CH:28][C:27]([C:30](=[O:33])[CH2:31][CH3:32])=[CH:26][CH:25]=2)=[CH:20][CH:19]=1.[C:36]([Si:40]([CH3:43])([CH3:42])Cl)([CH3:39])([CH3:38])[CH3:37], predict the reaction product. The product is: [C:36]([Si:40]([O:33]/[C:30](/[C:27]1[CH:28]=[CH:29][C:24]([O:23][CH2:22][C:21]2[CH:34]=[CH:35][C:18]([O:17][CH3:16])=[CH:19][CH:20]=2)=[CH:25][CH:26]=1)=[CH:31]\[CH3:32])([CH3:43])[CH3:42])([CH3:39])([CH3:38])[CH3:37]. (6) The product is: [OH:6][CH:5]([C:7]1[S:11][C:10]([C:12]#[N:13])=[CH:9][CH:8]=1)[CH2:4][NH:2][CH3:1]. Given the reactants [CH3:1][NH2:2].Br[CH2:4][CH:5]([C:7]1[S:11][C:10]([C:12]#[N:13])=[CH:9][CH:8]=1)[OH:6], predict the reaction product. (7) Given the reactants [F:1][C:2]([F:21])([F:20])[O:3][C:4]1[CH:9]=[CH:8][C:7]([C:10]2[CH:18]=[C:17]3[C:13]([CH:14]=[CH:15][N:16]3[CH3:19])=[CH:12][CH:11]=2)=[CH:6][CH:5]=1.[C:22](Cl)(=[O:26])[C:23](Cl)=[O:24].CO.[C:30](=O)(O)[O-:31].[Na+], predict the reaction product. The product is: [F:21][C:2]([F:1])([F:20])[O:3][C:4]1[CH:5]=[CH:6][C:7]([C:10]2[CH:18]=[C:17]3[C:13]([C:14]([C:22](=[O:26])[C:23]([O:31][CH3:30])=[O:24])=[CH:15][N:16]3[CH3:19])=[CH:12][CH:11]=2)=[CH:8][CH:9]=1. (8) Given the reactants [Cl:1][C:2]1[C:3]([C:22]2[CH:27]=[CH:26][CH:25]=[C:24](F)[N:23]=2)=[CH:4][C:5]([NH:8][CH:9]2[CH2:14][CH2:13][N:12]([C:15]([O:17][C:18]([CH3:21])([CH3:20])[CH3:19])=[O:16])[CH2:11][CH2:10]2)=[N:6][CH:7]=1.[F:29][C:30]1[CH:31]=[C:32]([CH2:36][NH2:37])[CH:33]=[CH:34][CH:35]=1, predict the reaction product. The product is: [Cl:1][C:2]1[C:3]([C:22]2[CH:27]=[CH:26][CH:25]=[C:24]([NH:37][CH2:36][C:32]3[CH:33]=[CH:34][CH:35]=[C:30]([F:29])[CH:31]=3)[N:23]=2)=[CH:4][C:5]([NH:8][CH:9]2[CH2:14][CH2:13][N:12]([C:15]([O:17][C:18]([CH3:21])([CH3:20])[CH3:19])=[O:16])[CH2:11][CH2:10]2)=[N:6][CH:7]=1. (9) Given the reactants [Br:1][C:2]1[CH:3]=[C:4]2[C:9](=[CH:10][CH:11]=1)[NH:8][C:7](=S)[CH2:6][CH2:5]2.[C:13]([NH:16][NH2:17])(=O)[CH3:14].C1(O)CCCCC1, predict the reaction product. The product is: [Br:1][C:2]1[CH:3]=[C:4]2[C:9](=[CH:10][CH:11]=1)[N:8]1[C:13]([CH3:14])=[N:16][N:17]=[C:7]1[CH2:6][CH2:5]2.